This data is from Full USPTO retrosynthesis dataset with 1.9M reactions from patents (1976-2016). The task is: Predict the reactants needed to synthesize the given product. (1) The reactants are: [CH2:1]([C:4]1[C:13]([O:14][CH3:15])=[C:12]([C:16]([CH3:19])([CH3:18])[CH3:17])[CH:11]=[C:10]([C:20]2[C:21]([O:26]CC3C=CC=CC=3)=[N:22][CH:23]=[CH:24][CH:25]=2)[C:5]=1[C:6]([O:8][CH3:9])=[O:7])[CH:2]=[CH2:3]. Given the product [CH3:9][O:8][C:6](=[O:7])[C:5]1[C:10]([C:20]2[C:21](=[O:26])[NH:22][CH:23]=[CH:24][CH:25]=2)=[CH:11][C:12]([C:16]([CH3:17])([CH3:18])[CH3:19])=[C:13]([O:14][CH3:15])[C:4]=1[CH2:1][CH2:2][CH3:3], predict the reactants needed to synthesize it. (2) Given the product [F:27][C:28]1([F:35])[CH2:33][CH2:32][C:31](=[C:24]([C:21]2[CH:20]=[N:19][C:18]([CH3:17])=[N:23][CH:22]=2)[C:25]#[N:26])[CH2:30][CH2:29]1, predict the reactants needed to synthesize it. The reactants are: ClC1N=CC(C(=C2CCCCC2)C#N)=CC=1.[CH3:17][C:18]1[N:23]=[CH:22][C:21]([CH2:24][C:25]#[N:26])=[CH:20][N:19]=1.[F:27][C:28]1([F:35])[CH2:33][CH2:32][C:31](=O)[CH2:30][CH2:29]1. (3) The reactants are: C[O-].[Na+].Cl.[CH:5]1([C:8]([NH2:10])=[NH:9])[CH2:7][CH2:6]1.C([O:13][C:14](=O)[CH2:15][C:16](=O)[C:17]([F:20])([F:19])[F:18])C. Given the product [CH:5]1([C:8]2[N:10]=[C:14]([OH:13])[CH:15]=[C:16]([C:17]([F:20])([F:19])[F:18])[N:9]=2)[CH2:7][CH2:6]1, predict the reactants needed to synthesize it. (4) The reactants are: O[C:2]1([C:16]2[C:24]([OH:25])=[CH:23][C:19]3[O:20][CH2:21][O:22][C:18]=3[CH:17]=2)[C:10](=[O:11])[CH:9]=[C:8]2[O:12][CH2:13][CH2:14][CH2:15][N:6]3[C:7]2=[C:3]1[CH:4]=[CH:5]3.FC(F)(F)C(O)=O.C([SiH](CC)CC)C. Given the product [OH:25][C:24]1[C:16]([CH:2]2[C:10](=[O:11])[CH:9]=[C:8]3[O:12][CH2:13][CH2:14][CH2:15][N:6]4[C:7]3=[C:3]2[CH:4]=[CH:5]4)=[CH:17][C:18]2[O:22][CH2:21][O:20][C:19]=2[CH:23]=1, predict the reactants needed to synthesize it. (5) Given the product [F:16][C:17]1[CH:22]=[CH:21][C:20]([C@@H:23]([NH:25][C:9](=[O:11])[CH2:8][N:7]2[C:2](=[O:1])[C:3]3[CH:15]=[CH:14][CH:13]=[CH:12][C:4]=3[N:5]=[N:6]2)[CH3:24])=[CH:19][CH:18]=1, predict the reactants needed to synthesize it. The reactants are: [O:1]=[C:2]1[N:7]([CH2:8][C:9]([OH:11])=O)[N:6]=[N:5][C:4]2[CH:12]=[CH:13][CH:14]=[CH:15][C:3]1=2.[F:16][C:17]1[CH:22]=[CH:21][C:20]([C@@H:23]([NH2:25])[CH3:24])=[CH:19][CH:18]=1. (6) The reactants are: [O:1]=[C:2]1[NH:6][C:5]2[CH:7]=[CH:8][C:9]([C:11]#[N:12])=[CH:10][C:4]=2[O:3]1.Br[C:14]1[CH:23]=CC2NC(=O)OC=2[CH:15]=1.[Cu]C#N.[C-]#N.[Na+].C(=O)([O-])[O-].[K+].[K+].[I-].[K+].BrCC=C. Given the product [CH2:23]([N:6]1[C:5]2[CH:7]=[CH:8][C:9]([C:11]#[N:12])=[CH:10][C:4]=2[O:3][C:2]1=[O:1])[CH:14]=[CH2:15], predict the reactants needed to synthesize it. (7) The reactants are: [Cl:1][C:2]1[C:3]([C:31](=[O:41])[N:32]([CH2:37][CH2:38][CH2:39][CH3:40])[CH2:33][CH2:34][CH2:35][CH3:36])=[N:4][N:5]([C:8]2[CH:18]=[CH:17][C:11]([C:12]([O:14][CH2:15][CH3:16])=[O:13])=[CH:10][C:9]=2[C:19]([N:21]2[CH2:30][CH2:29][C:28]3[C:23](=[CH:24][CH:25]=[CH:26][CH:27]=3)[CH2:22]2)=[O:20])[C:6]=1[CH3:7].C(N(CCCC)C(C1C(Cl)=C(C[CH2:56][O:57][CH:58]2[CH2:63][CH2:62][CH2:61][CH2:60][O:59]2)NN=1)=O)CCC.FC1C=CC(C(OCC)=O)=CC=1C(N1CCC2C(=CC=CC=2)C1)=O. Given the product [Cl:1][C:2]1[C:3]([C:31](=[O:41])[N:32]([CH2:33][CH2:34][CH2:35][CH3:36])[CH2:37][CH2:38][CH2:39][CH3:40])=[N:4][N:5]([C:8]2[CH:18]=[CH:17][C:11]([C:12]([O:14][CH2:15][CH3:16])=[O:13])=[CH:10][C:9]=2[C:19]([N:21]2[CH2:30][CH2:29][C:28]3[C:23](=[CH:24][CH:25]=[CH:26][CH:27]=3)[CH2:22]2)=[O:20])[C:6]=1[CH2:7][CH2:56][O:57][CH:58]1[CH2:63][CH2:62][CH2:61][CH2:60][O:59]1, predict the reactants needed to synthesize it.